Dataset: Reaction yield outcomes from USPTO patents with 853,638 reactions. Task: Predict the reaction yield, written as a fraction of the theoretical maximum amount of product (1.0 means a 100% yield; for example, 0.34 means a 34% yield). (1) The reactants are [CH3:1][O:2][C:3](=[O:12])[C:4]1[CH:9]=[C:8]([I:10])[CH:7]=[CH:6][C:5]=1[OH:11].C(=O)([O-])[O-].[K+].[K+].[CH:19](I)([CH3:21])[CH3:20]. The catalyst is CC(C)=O. The product is [CH3:1][O:2][C:3](=[O:12])[C:4]1[CH:9]=[C:8]([I:10])[CH:7]=[CH:6][C:5]=1[O:11][CH:19]([CH3:21])[CH3:20]. The yield is 0.960. (2) The reactants are Cl.[NH2:2][OH:3].C([O-])(O)=O.[Na+].[C:9]1([NH:15][S:16]([C:19]2[CH:24]=[CH:23][CH:22]=[CH:21][C:20]=2[CH:25]=[CH:26][C:27](Cl)=[O:28])(=[O:18])=[O:17])[CH:14]=[CH:13][CH:12]=[CH:11][CH:10]=1. The catalyst is O1CCCC1. The product is [OH:3][NH:2][C:27](=[O:28])[CH:26]=[CH:25][C:20]1[CH:21]=[CH:22][CH:23]=[CH:24][C:19]=1[S:16](=[O:18])(=[O:17])[NH:15][C:9]1[CH:14]=[CH:13][CH:12]=[CH:11][CH:10]=1. The yield is 0.300.